The task is: Predict which catalyst facilitates the given reaction.. This data is from Catalyst prediction with 721,799 reactions and 888 catalyst types from USPTO. (1) Reactant: [CH2:1]([C:3]1[CH:8]=[CH:7][N:6]=[C:5]([NH:9][C:10](=[O:16])[O:11][C:12]([CH3:15])([CH3:14])[CH3:13])[CH:4]=1)[CH3:2].[H-].[Na+].Br[CH2:20][C:21]1[N:26]([CH2:27][CH2:28][C:29]2[CH:41]=[CH:40][C:32]([C:33]([O:35][C:36]([CH3:39])([CH3:38])[CH3:37])=[O:34])=[CH:31][CH:30]=2)[C:25](=[O:42])[C:24]([Cl:43])=[CH:23][C:22]=1[Cl:44].C(OCC)(=O)C. Product: [C:12]([O:11][C:10]([N:9]([CH2:20][C:21]1[N:26]([CH2:27][CH2:28][C:29]2[CH:41]=[CH:40][C:32]([C:33]([O:35][C:36]([CH3:37])([CH3:38])[CH3:39])=[O:34])=[CH:31][CH:30]=2)[C:25](=[O:42])[C:24]([Cl:43])=[CH:23][C:22]=1[Cl:44])[C:5]1[CH:4]=[C:3]([CH2:1][CH3:2])[CH:8]=[CH:7][N:6]=1)=[O:16])([CH3:15])([CH3:14])[CH3:13]. The catalyst class is: 18. (2) Reactant: C[O:2][C:3]([C:5]1[C:6](=[O:19])[NH:7][C:8]2[C:13]([CH:14]=1)=[CH:12][C:11]([O:15][CH3:16])=[C:10]([O:17][CH3:18])[CH:9]=2)=[O:4].[OH-].[Na+].Cl. Product: [CH3:16][O:15][C:11]1[CH:12]=[C:13]2[C:8](=[CH:9][C:10]=1[O:17][CH3:18])[NH:7][C:6](=[O:19])[C:5]([C:3]([OH:4])=[O:2])=[CH:14]2. The catalyst class is: 24. (3) Product: [Cl:1][C:2]1[CH:3]=[C:4]([NH:9][C:10]2[C:11]3[C:18](=[CH:23][C:22]4[CH:25]=[CH:26][C:27]([OH:29])=[CH:28][C:21]=4[Cl:20])[C:17](=[O:19])[NH:16][C:12]=3[N:13]=[CH:14][N:15]=2)[CH:5]=[CH:6][C:7]=1[F:8]. Reactant: [Cl:1][C:2]1[CH:3]=[C:4]([NH:9][C:10]2[C:11]3[CH2:18][C:17](=[O:19])[NH:16][C:12]=3[N:13]=[CH:14][N:15]=2)[CH:5]=[CH:6][C:7]=1[F:8].[Cl:20][C:21]1[CH:28]=[C:27]([OH:29])[CH:26]=[CH:25][C:22]=1[CH:23]=O. The catalyst class is: 495. (4) Reactant: C([N:8]1[CH2:14][CH2:13][CH2:12][CH2:11][CH:10]([CH2:15][O:16][C:17]2[CH:22]=[CH:21][C:20]([F:23])=[C:19]([CH3:24])[CH:18]=2)[CH2:9]1)C1C=CC=CC=1. Product: [F:23][C:20]1[CH:21]=[CH:22][C:17]([O:16][CH2:15][CH:10]2[CH2:11][CH2:12][CH2:13][CH2:14][NH:8][CH2:9]2)=[CH:18][C:19]=1[CH3:24]. The catalyst class is: 105. (5) Reactant: [CH3:1][O:2][C:3]1([O:24][CH3:25])[CH2:8][CH2:7][N:6]([C:9]2[CH:14]=[CH:13][C:12]([N:15]3[CH2:19][C@H:18]([CH2:20]N)[O:17][C:16]3=[O:22])=[CH:11][CH:10]=2)[CH2:5][CH:4]1[F:23].[N:26]1C=CC=[CH:28][CH:27]=1.C(OC(=O)C)(=[O:34])C. Product: [CH3:1][O:2][C:3]1([O:24][CH3:25])[CH2:8][CH2:7][N:6]([C:9]2[CH:10]=[CH:11][C:12]([N:15]3[CH2:19][C@H:18]([CH2:20][CH2:28][C:27]([NH2:26])=[O:34])[O:17][C:16]3=[O:22])=[CH:13][CH:14]=2)[CH2:5][CH:4]1[F:23]. The catalyst class is: 13. (6) Reactant: C(OC([NH:8][CH2:9][C@H:10]1[CH2:15][CH2:14][C@H:13]([C:16]([NH:18][C@H:19]([C:38](=[O:51])[NH:39][C:40]2[CH:45]=[CH:44][C:43]([C:46]3[N:47]=[N:48][NH:49][N:50]=3)=[CH:42][CH:41]=2)[CH2:20][C:21]2[CH:26]=[CH:25][C:24]([C:27]3[CH:32]=[CH:31][C:30]([C:33]([O:35][CH3:36])=[O:34])=[CH:29][C:28]=3[Cl:37])=[CH:23][CH:22]=2)=[O:17])[CH2:12][CH2:11]1)=O)(C)(C)C.Cl. Product: [ClH:37].[NH2:8][CH2:9][C@H:10]1[CH2:11][CH2:12][C@H:13]([C:16]([NH:18][C@H:19]([C:38](=[O:51])[NH:39][C:40]2[CH:41]=[CH:42][C:43]([C:46]3[N:47]=[N:48][NH:49][N:50]=3)=[CH:44][CH:45]=2)[CH2:20][C:21]2[CH:26]=[CH:25][C:24]([C:27]3[CH:32]=[CH:31][C:30]([C:33]([O:35][CH3:36])=[O:34])=[CH:29][C:28]=3[Cl:37])=[CH:23][CH:22]=2)=[O:17])[CH2:14][CH2:15]1. The catalyst class is: 12. (7) The catalyst class is: 3. Product: [F:1][C:2]([F:34])([F:33])[C:3]1[CH:32]=[CH:31][C:6]([O:7][CH:8]2[CH2:13][CH2:12][N:11]([C:14]([O:16][CH2:17][C@:18]3([CH3:29])[O:30][C:21]4=[N:22][C:23]([N+:25]([O-:27])=[O:26])=[CH:24][N:20]4[CH2:19]3)=[O:15])[CH2:10][CH2:9]2)=[CH:5][CH:4]=1. Reactant: [F:1][C:2]([F:34])([F:33])[C:3]1[CH:32]=[CH:31][C:6]([O:7][CH:8]2[CH2:13][CH2:12][N:11]([C:14]([O:16][CH2:17][C@@:18]([OH:30])([CH3:29])[CH2:19][N:20]3[CH:24]=[C:23]([N+:25]([O-:27])=[O:26])[N:22]=[C:21]3Cl)=[O:15])[CH2:10][CH2:9]2)=[CH:5][CH:4]=1.[H-].[Na+]. (8) Reactant: [F:1][C:2]1[CH:3]=[C:4]([C@@H:12](O)[CH2:13][N:14]([CH3:22])[C:15](=[O:21])[O:16][C:17]([CH3:20])([CH3:19])[CH3:18])[CH:5]=[CH:6][C:7]=1[C:8]([F:11])([F:10])[F:9].[C:24]1(=[O:34])[C:32]2[C:27](=[CH:28][CH:29]=[CH:30][CH:31]=2)[C:26](=[O:33])[NH:25]1.C1C=CC(P(C2C=CC=CC=2)C2C=CC=CC=2)=CC=1.CCOC(/N=N/C(OCC)=O)=O. Product: [O:34]=[C:24]1[C:32]2[C:27](=[CH:28][CH:29]=[CH:30][CH:31]=2)[C:26](=[O:33])[N:25]1[C@@H:12]([C:4]1[CH:5]=[CH:6][C:7]([C:8]([F:11])([F:10])[F:9])=[C:2]([F:1])[CH:3]=1)[CH2:13][N:14]([CH3:22])[C:15](=[O:21])[O:16][C:17]([CH3:20])([CH3:19])[CH3:18]. The catalyst class is: 1. (9) The catalyst class is: 539. Product: [NH2:13][C:14]1[C:15]([C:22]([NH:12][C:10]([S:9][CH3:8])=[NH:11])=[O:23])=[N:16][C:17]([Cl:21])=[C:18]([NH2:20])[N:19]=1. Reactant: [OH-].[Na+].S(O)(O)(=O)=O.[CH3:8][S:9][C:10](=[NH:12])[NH2:11].[NH2:13][C:14]1[C:15]([C:22](OC(C)=CC(=O)NC(C)(C)C)=[O:23])=[N:16][C:17]([Cl:21])=[C:18]([NH2:20])[N:19]=1.